This data is from Reaction yield outcomes from USPTO patents with 853,638 reactions. The task is: Predict the reaction yield, written as a fraction of the theoretical maximum amount of product (1.0 means a 100% yield; for example, 0.34 means a 34% yield). (1) The reactants are [Mg].II.[Cl:4][C:5]1[CH:12]=[CH:11][CH:10]=[CH:9][C:6]=1[CH2:7]Cl.[Cl:13][C:14]1[CH:21]=[CH:20][C:17]([C:18]#N)=[CH:16][CH:15]=1.Cl.[O:23]1CCCC1.C(OCC)C. The catalyst is C(OCC)C. The product is [Cl:4][C:5]1[CH:12]=[CH:11][CH:10]=[CH:9][C:6]=1[CH2:7][C:18]([C:17]1[CH:20]=[CH:21][C:14]([Cl:13])=[CH:15][CH:16]=1)=[O:23]. The yield is 0.740. (2) The reactants are [CH3:1][NH:2][CH2:3][CH2:4][NH:5][CH3:6].[C:7](=[O:10])([O-])[O-:8].[Na+].[Na+].C(=O)([O-])OC1C=CC([N+]([O-])=O)=CC=1[CH2:24][CH2:25][Si:26]([CH3:29])([CH3:28])[CH3:27].O. The catalyst is C(O)C. The product is [CH3:27][Si:26]([CH3:29])([CH3:28])[CH2:25][CH2:24][O:8][C:7]([N:2]([CH3:1])[CH2:3][CH2:4][NH:5][CH3:6])=[O:10]. The yield is 0.350. (3) The reactants are [BH4-].[Na+].[CH:3]([C:5]1[CH:15]=[CH:14][C:8]([CH:9]=[CH:10][C:11]([OH:13])=[O:12])=[CH:7][CH:6]=1)=[O:4]. The catalyst is C1COCC1.O.C1COCC1. The product is [OH:4][CH2:3][C:5]1[CH:6]=[CH:7][C:8]([CH:9]=[CH:10][C:11]([OH:13])=[O:12])=[CH:14][CH:15]=1. The yield is 0.520. (4) The reactants are [CH:1]1([C:4]2[N:9]=[C:8]([C:10]3[CH:11]=[C:12]([O:17][CH:18]([F:20])[F:19])[C:13]([NH2:16])=[N:14][CH:15]=3)[CH:7]=[C:6]([CH:21]3[CH2:26][CH2:25][NH:24][CH2:23][CH2:22]3)[N:5]=2)[CH2:3][CH2:2]1.[O:27]1[CH2:30][C:29](=O)[CH2:28]1.C([BH3-])#N.[Na+]. The catalyst is CO. The product is [CH:1]1([C:4]2[N:9]=[C:8]([C:10]3[CH:11]=[C:12]([O:17][CH:18]([F:20])[F:19])[C:13]([NH2:16])=[N:14][CH:15]=3)[CH:7]=[C:6]([CH:21]3[CH2:26][CH2:25][N:24]([CH:29]4[CH2:30][O:27][CH2:28]4)[CH2:23][CH2:22]3)[N:5]=2)[CH2:2][CH2:3]1. The yield is 0.0600. (5) The reactants are Br.[CH2:2]([C:4]1[N:5]=[C:6]([C@@H:9]([NH2:20])[CH2:10][C:11]2[CH:16]=[CH:15][C:14]([N+:17]([O-:19])=[O:18])=[CH:13][CH:12]=2)[S:7][CH:8]=1)[CH3:3].[C:21]1([CH2:27][C:28](O)=[O:29])[CH:26]=[CH:25][CH:24]=[CH:23][CH:22]=1.ON1C2C=CC=CC=2N=N1.CN(C)CCCN=C=NCC.C(N(CC)CC)C. The catalyst is CN(C=O)C.O. The product is [CH2:2]([C:4]1[N:5]=[C:6]([CH:9]([NH:20][C:28](=[O:29])[CH2:27][C:21]2[CH:26]=[CH:25][CH:24]=[CH:23][CH:22]=2)[CH2:10][C:11]2[CH:16]=[CH:15][C:14]([N+:17]([O-:19])=[O:18])=[CH:13][CH:12]=2)[S:7][CH:8]=1)[CH3:3]. The yield is 0.600. (6) The reactants are [F:1][C:2]1[CH:7]=[CH:6][C:5]([C:8]2[C:12](B3OC(C)(C)C(C)(C)O3)=[CH:11][N:10]([CH2:22][CH:23]([CH3:25])[CH3:24])[N:9]=2)=[CH:4][CH:3]=1.Br[C:27]1[CH:32]=[CH:31][N:30]=[C:29]([NH:33][C:34](=[O:38])[CH:35]([CH3:37])[CH3:36])[CH:28]=1.C(=O)([O-])[O-].[Na+].[Na+]. The catalyst is O1CCOCC1.C1(P(C2C=CC=CC=2)[C-]2C=CC=C2)C=CC=CC=1.[C-]1(P(C2C=CC=CC=2)C2C=CC=CC=2)C=CC=C1.[Fe+2].Cl[Pd]Cl. The product is [F:1][C:2]1[CH:3]=[CH:4][C:5]([C:8]2[C:12]([C:27]3[CH:32]=[CH:31][N:30]=[C:29]([NH:33][C:34](=[O:38])[CH:35]([CH3:36])[CH3:37])[CH:28]=3)=[CH:11][N:10]([CH2:22][CH:23]([CH3:24])[CH3:25])[N:9]=2)=[CH:6][CH:7]=1. The yield is 0.400. (7) The reactants are CC1(C)C(C)(C)OB([C:9]2[CH:15]=[CH:14][C:12]([NH2:13])=[CH:11][CH:10]=2)O1.C(=O)([O-])O.[Na+].O.[C:23]([O:27][C@@H:28]([C:33]1[C:34](I)=[C:35]2[C:42]3[CH2:43][CH2:44][CH2:45][CH2:46][C:41]=3[S:40][C:36]2=[N:37][C:38]=1[CH3:39])[C:29]([O:31][CH3:32])=[O:30])([CH3:26])([CH3:25])[CH3:24]. The catalyst is CN(C)C(=O)C.CC(C)([P](C(C)(C)C)([Pd][P](C(C)(C)C)(C(C)(C)C)C(C)(C)C)C(C)(C)C)C. The product is [NH2:13][C:12]1[CH:11]=[CH:10][C:9]([C:34]2[C:33]([C@H:28]([O:27][C:23]([CH3:26])([CH3:24])[CH3:25])[C:29]([O:31][CH3:32])=[O:30])=[C:38]([CH3:39])[N:37]=[C:36]3[S:40][C:41]4[CH2:46][CH2:45][CH2:44][CH2:43][C:42]=4[C:35]=23)=[CH:15][CH:14]=1. The yield is 0.670. (8) The reactants are Br[C:2]1[CH:3]=[CH:4][C:5]2[C:11]3[S:12][C:13]([C:15]([N:17]([C:21]4[CH:26]=[CH:25][CH:24]=[CH:23][C:22]=4[Cl:27])[CH2:18][CH2:19][OH:20])=[O:16])=[CH:14][C:10]=3[CH2:9][CH2:8][O:7][C:6]=2[CH:28]=1.C[OH:30].CN.C1CCN2[C:36](=[N:37][CH2:38]CC2)CC1. The catalyst is C1COCC1.C(OCC)(=O)C.[C-]#[O+].[C-]#[O+].[C-]#[O+].[C-]#[O+].[C-]#[O+].[C-]#[O+].[Mo]. The product is [Cl:27][C:22]1[CH:23]=[CH:24][CH:25]=[CH:26][C:21]=1[N:17]([CH2:18][CH2:19][OH:20])[C:15]([C:13]1[S:12][C:11]2[C:5]3[CH:4]=[CH:3][C:2]([C:38]([NH:37][CH3:36])=[O:30])=[CH:28][C:6]=3[O:7][CH2:8][CH2:9][C:10]=2[CH:14]=1)=[O:16]. The yield is 0.0430. (9) The reactants are C(OC(=O)[NH:7][C:8]1[CH:13]=[C:12]([Br:14])[CH:11]=[CH:10][C:9]=1[C:15](=[O:28])[NH:16][C:17]1[CH:22]=[CH:21][C:20]([O:23][C:24]([F:27])([F:26])[F:25])=[CH:19][CH:18]=1)(C)(C)C.C1COCC1.Cl. The catalyst is O1CCOCC1. The product is [NH2:7][C:8]1[CH:13]=[C:12]([Br:14])[CH:11]=[CH:10][C:9]=1[C:15]([NH:16][C:17]1[CH:22]=[CH:21][C:20]([O:23][C:24]([F:25])([F:26])[F:27])=[CH:19][CH:18]=1)=[O:28]. The yield is 0.790. (10) The reactants are [CH2:1]([N:8]1[CH2:13][CH:12]=[C:11]([CH2:14][OH:15])[CH2:10][CH2:9]1)[C:2]1[CH:7]=[CH:6][CH:5]=[CH:4][CH:3]=1.[H-].[Na+].F[C:19]1[C:24]([I:25])=[CH:23][CH:22]=[CH:21][N:20]=1.C(=O)(O)[O-].[Na+]. The catalyst is CN(C)C=O. The product is [CH2:1]([N:8]1[CH2:9][CH:10]=[C:11]([CH2:14][O:15][C:19]2[C:24]([I:25])=[CH:23][CH:22]=[CH:21][N:20]=2)[CH2:12][CH2:13]1)[C:2]1[CH:7]=[CH:6][CH:5]=[CH:4][CH:3]=1. The yield is 0.843.